This data is from Forward reaction prediction with 1.9M reactions from USPTO patents (1976-2016). The task is: Predict the product of the given reaction. (1) Given the reactants O.FC1C(F)=CC=CC=1C1C=C2C(=CC=1)NN=C2C(NCC1CCN(CC2OC=C(C(O)=O)N=2)CC1)=[O:20].Br[C:39]1[CH:40]=[C:41]2[C:45](=[CH:46][CH:47]=1)[NH:44][N:43]=[C:42]2[C:48]([NH:50][CH2:51][CH:52]1[CH2:57][CH2:56][N:55]([CH2:58][C:59]2[O:63][C:62]([C:64]([O:66]CC)=[O:65])=[CH:61][CH:60]=2)[CH2:54][CH2:53]1)=[O:49].[CH3:69][O:70][C:71]1[N:76]=[CH:75][C:74](B(O)O)=[CH:73][CH:72]=1, predict the reaction product. The product is: [OH2:20].[CH3:69][O:70][C:71]1[N:76]=[CH:75][C:74]([C:39]2[CH:40]=[C:41]3[C:45](=[CH:46][CH:47]=2)[NH:44][N:43]=[C:42]3[C:48]([NH:50][CH2:51][CH:52]2[CH2:57][CH2:56][N:55]([CH2:58][C:59]3[O:63][C:62]([C:64]([OH:66])=[O:65])=[CH:61][CH:60]=3)[CH2:54][CH2:53]2)=[O:49])=[CH:73][CH:72]=1. (2) Given the reactants Br[C:2]1[C:3]2[C:4]3[CH:18]=[CH:17][S:16][C:5]=3[C:6](=[O:15])[NH:7][C:8]=2[C:9]([CH3:14])=[CH:10][C:11]=1[O:12][CH3:13].[F:19][C:20]1[CH:25]=[C:24](B2OC(C)(C)C(C)(C)O2)[CH:23]=[CH:22][C:21]=1[CH:35]([CH3:45])[CH2:36][NH:37][C:38](=[O:44])[O:39][C:40]([CH3:43])([CH3:42])[CH3:41], predict the reaction product. The product is: [F:19][C:20]1[CH:25]=[C:24]([C:2]2[C:3]3[C:4]4[CH:18]=[CH:17][S:16][C:5]=4[C:6](=[O:15])[NH:7][C:8]=3[C:9]([CH3:14])=[CH:10][C:11]=2[O:12][CH3:13])[CH:23]=[CH:22][C:21]=1[CH:35]([CH3:45])[CH2:36][NH:37][C:38](=[O:44])[O:39][C:40]([CH3:42])([CH3:41])[CH3:43]. (3) Given the reactants [CH3:1][O:2][C:3]1[CH:17]=[CH:16][C:6]([CH2:7][N:8]2[C:12](=[O:13])[CH2:11][NH:10][S:9]2(=[O:15])=[O:14])=[CH:5][CH:4]=1.[I:18][C:19]1[CH:20]=[C:21]([CH:24]=[CH:25][CH:26]=1)[CH2:22]O.C1(P(C2C=CC=CC=2)C2C=CC=CC=2)C=CC=CC=1.N(C(OCC)=O)=NC(OCC)=O, predict the reaction product. The product is: [I:18][C:19]1[CH:20]=[C:21]([CH:24]=[CH:25][CH:26]=1)[CH2:22][N:10]1[S:9](=[O:15])(=[O:14])[N:8]([CH2:7][C:6]2[CH:5]=[CH:4][C:3]([O:2][CH3:1])=[CH:17][CH:16]=2)[C:12](=[O:13])[CH2:11]1. (4) Given the reactants [C:1]([NH:4][NH:5][C:6](=O)[CH2:7][CH2:8][C@@:9]1([C:25]2[CH:30]=[CH:29][CH:28]=[CH:27][CH:26]=2)[O:14][C:13](=[O:15])[N:12]([C@H:16]([C:18]2[CH:23]=[CH:22][C:21]([Br:24])=[CH:20][CH:19]=2)[CH3:17])[CH2:11][CH2:10]1)(=[O:3])[CH3:2].CC[N+](S(N=C(OC)[O-])(=O)=O)(CC)CC, predict the reaction product. The product is: [Br:24][C:21]1[CH:20]=[CH:19][C:18]([C@@H:16]([N:12]2[CH2:11][CH2:10][C@:9]([CH2:8][CH2:7][C:6]3[O:3][C:1]([CH3:2])=[N:4][N:5]=3)([C:25]3[CH:30]=[CH:29][CH:28]=[CH:27][CH:26]=3)[O:14][C:13]2=[O:15])[CH3:17])=[CH:23][CH:22]=1. (5) Given the reactants [CH3:1][C@@H:2]1[C@@H:6]([CH3:7])OS(=O)(=O)[O:3]1.[Br:10][C:11]1[CH:12]=[N:13][NH:14][CH:15]=1.C([O-])([O-])=O.[Cs+].[Cs+], predict the reaction product. The product is: [Br:10][C:11]1[CH:12]=[N:13][N:14]([C@@H:6]([CH3:7])[C@H:2]([OH:3])[CH3:1])[CH:15]=1. (6) Given the reactants C(Cl)(Cl)=O.[N+]([C:8]1[NH:9][CH:10]=[CH:11][N:12]=1)([O-])=O.C(N(CC)CC)C.O[CH2:21][N:22]1[CH2:26][CH:25]([C:27]2[CH:32]=[C:31]([F:33])[C:30]([F:34])=[C:29]([F:35])[CH:28]=2)[CH2:24][C:23]1=[O:36].C(=O)([O-])[O-].[Na+].[Na+], predict the reaction product. The product is: [F:33][C:31]1[CH:32]=[C:27]([CH:25]2[CH2:26][N:22]([CH2:21][N:9]3[CH:10]=[CH:11][N:12]=[CH:8]3)[C:23](=[O:36])[CH2:24]2)[CH:28]=[C:29]([F:35])[C:30]=1[F:34].